The task is: Regression. Given two drug SMILES strings and cell line genomic features, predict the synergy score measuring deviation from expected non-interaction effect.. This data is from Merck oncology drug combination screen with 23,052 pairs across 39 cell lines. (1) Drug 1: O=C(O)C1(Cc2cccc(Nc3nccs3)n2)CCC(Oc2cccc(Cl)c2F)CC1. Drug 2: CCc1cnn2c(NCc3ccc[n+]([O-])c3)cc(N3CCCCC3CCO)nc12. Cell line: SW620. Synergy scores: synergy=-5.45. (2) Drug 1: CN1C(=O)C=CC2(C)C3CCC4(C)C(NC(=O)OCC(F)(F)F)CCC4C3CCC12. Drug 2: NC(=O)c1cccc2cn(-c3ccc(C4CCCNC4)cc3)nc12. Cell line: DLD1. Synergy scores: synergy=-1.90.